Dataset: Full USPTO retrosynthesis dataset with 1.9M reactions from patents (1976-2016). Task: Predict the reactants needed to synthesize the given product. (1) Given the product [CH3:13][O:14][CH2:15][O:16][C:17]1[CH:18]=[C:19]([CH:23]([OH:24])[CH2:25][NH:7][CH3:4])[CH:20]=[CH:21][CH:22]=1, predict the reactants needed to synthesize it. The reactants are: Cl.CN.[CH:4]([N:7](C(C)C)CC)(C)C.[CH3:13][O:14][CH2:15][O:16][C:17]1[CH:18]=[C:19]([CH:23]2[CH2:25][O:24]2)[CH:20]=[CH:21][CH:22]=1.C(OCC)(=O)C. (2) Given the product [F:20][C:21]([F:64])([F:63])[C:22]1[CH:23]=[C:24]([C@H:32]2[O:36][C:35](=[O:37])[N:34]([CH2:38][C:39]3[C:44]([N:45]([CH2:48][C@H:49]4[CH2:54][CH2:53][C@H:52]([CH2:55][C:56]([O:58][CH2:59][CH3:60])=[O:57])[CH2:51][CH2:50]4)[CH2:46][CH3:47])=[CH:43][CH:42]=[C:41]([Cl:1])[N:40]=3)[C@H:33]2[CH3:62])[CH:25]=[C:26]([C:28]([F:31])([F:30])[F:29])[CH:27]=1, predict the reactants needed to synthesize it. The reactants are: [Cl:1]C(Cl)(OC(=O)OC(Cl)(Cl)Cl)Cl.C(NC(C)C)(C)C.[F:20][C:21]([F:64])([F:63])[C:22]1[CH:23]=[C:24]([C@H:32]2[O:36][C:35](=[O:37])[N:34]([CH2:38][C:39]3[C:44]([N:45]([CH2:48][C@H:49]4[CH2:54][CH2:53][C@H:52]([CH2:55][C:56]([O:58][CH2:59][CH3:60])=[O:57])[CH2:51][CH2:50]4)[CH2:46][CH3:47])=[CH:43][CH:42]=[CH:41][N+:40]=3[O-])[C@H:33]2[CH3:62])[CH:25]=[C:26]([C:28]([F:31])([F:30])[F:29])[CH:27]=1. (3) Given the product [CH3:18][O:17][C:8]1[CH:9]=[C:10]2[C:15](=[CH:16][C:7]=1[B:19]([OH:24])[OH:20])[N:14]=[CH:13][CH:12]=[CH:11]2, predict the reactants needed to synthesize it. The reactants are: C([Li])CCC.Br[C:7]1[CH:16]=[C:15]2[C:10]([CH:11]=[CH:12][CH:13]=[N:14]2)=[CH:9][C:8]=1[O:17][CH3:18].[B:19](OC(C)C)([O:24]C(C)C)[O:20]C(C)C.